This data is from PAMPA (Parallel Artificial Membrane Permeability Assay) permeability data from NCATS. The task is: Regression/Classification. Given a drug SMILES string, predict its absorption, distribution, metabolism, or excretion properties. Task type varies by dataset: regression for continuous measurements (e.g., permeability, clearance, half-life) or binary classification for categorical outcomes (e.g., BBB penetration, CYP inhibition). Dataset: pampa_ncats. (1) The drug is CC1=C(C(=NO1)C)C2=CC3=C(C=C2)N=CN=C3NCC4=CC(=CC=C4)Cl. The result is 1 (high permeability). (2) The molecule is CN(C)CCC(=O)C1=CC(=C(C=C1)OC)F. The result is 1 (high permeability). (3) The drug is CC1=C2C(=NC3=C(C=CC(=C3)C(=O)NCC4=CC=CC=C4Cl)SC2=C(C=C1)C)C. The result is 1 (high permeability). (4) The drug is COC1=CC(=CC=C1)S(=O)(=O)NC2=C(C=CN=C2)C(=O)NC3=NC(=CS3)C4=CC=CC=C4. The result is 1 (high permeability). (5) The drug is CCOC1=C(C=C(C=C1)C(C)CNC(=O)C2=CC3=C(N2CC4=CC=CC=C4)C=CS3)OCC. The result is 1 (high permeability).